This data is from Full USPTO retrosynthesis dataset with 1.9M reactions from patents (1976-2016). The task is: Predict the reactants needed to synthesize the given product. (1) Given the product [F:25][C:26]1[CH:31]=[CH:30][C:29]([S:32]([N:22]2[CH2:23][CH2:24][CH:19]([C:10]3[C:9]4[C:13](=[C:14]([C:16]([NH2:18])=[O:17])[CH:15]=[C:7]([C:1]5[CH:2]=[CH:3][CH:4]=[CH:5][CH:6]=5)[CH:8]=4)[NH:12][CH:11]=3)[CH2:20][CH2:21]2)(=[O:34])=[O:33])=[CH:28][CH:27]=1, predict the reactants needed to synthesize it. The reactants are: [C:1]1([C:7]2[CH:8]=[C:9]3[C:13](=[C:14]([C:16]([NH2:18])=[O:17])[CH:15]=2)[NH:12][CH:11]=[C:10]3[CH:19]2[CH2:24][CH2:23][NH:22][CH2:21][CH2:20]2)[CH:6]=[CH:5][CH:4]=[CH:3][CH:2]=1.[F:25][C:26]1[CH:31]=[CH:30][C:29]([S:32](Cl)(=[O:34])=[O:33])=[CH:28][CH:27]=1.C(N(CC)CC)C. (2) Given the product [F:16][C:14]1[CH:15]=[CH:2][CH:3]=[CH:4][C:5]=1[O:6][C:7]1[S:11][C:10]([CH2:12][NH2:13])=[CH:9][CH:8]=1, predict the reactants needed to synthesize it. The reactants are: F[C:2]1[CH:15]=[CH:14][C:5]([O:6][C:7]2[S:11][C:10]([C:12]#[N:13])=[CH:9][CH:8]=2)=[CH:4][CH:3]=1.[F:16]C1C=CC(O)=CC=1.[H-].[Al+3].[Li+].[H-].[H-].[H-].O. (3) The reactants are: [CH2:1](Br)[CH:2]=[CH2:3].[OH:5][C:6]1[CH:13]=[CH:12][C:9]([CH:10]=[O:11])=[CH:8][CH:7]=1.C([O-])([O-])=O.[K+].[K+]. Given the product [CH2:1]([O:5][C:6]1[CH:13]=[CH:12][C:9]([CH:10]=[O:11])=[CH:8][CH:7]=1)[CH:2]=[CH2:3], predict the reactants needed to synthesize it. (4) Given the product [F:35][C@@H:16]1[C@@H:15]([C:12]2[CH:13]=[CH:14][C:9]([OH:8])=[CH:10][CH:11]=2)[CH2:20][CH2:19][N:18]([CH:21]2[CH2:25][CH2:24][N:23]([CH2:26][C:27]3[CH:28]=[CH:29][C:30]([CH3:33])=[CH:31][CH:32]=3)[C:22]2=[O:34])[CH2:17]1, predict the reactants needed to synthesize it. The reactants are: C([O:8][C:9]1[CH:14]=[CH:13][C:12]([C@H:15]2[CH2:20][CH2:19][N:18]([C@@H:21]3[CH2:25][CH2:24][N:23]([CH2:26][C:27]4[CH:32]=[CH:31][C:30]([CH3:33])=[CH:29][CH:28]=4)[C:22]3=[O:34])[CH2:17][CH:16]2[F:35])=[CH:11][CH:10]=1)C1C=CC=CC=1. (5) The reactants are: Cl[C:2]1[N:3]=[N:4][C:5]([CH2:8][C:9]2[CH:14]=[C:13]([C@H:15]3[C@H:20]([O:21][CH2:22][C:23]4[CH:28]=[CH:27][CH:26]=[CH:25][CH:24]=4)[C@@H:19]([O:29][CH2:30][C:31]4[CH:36]=[CH:35][CH:34]=[CH:33][CH:32]=4)[C@H:18]([O:37][CH2:38][C:39]4[CH:44]=[CH:43][CH:42]=[CH:41][CH:40]=4)[C@@H:17]([CH2:45][O:46][CH2:47][C:48]4[CH:53]=[CH:52][CH:51]=[CH:50][CH:49]=4)[O:16]3)[CH:12]=[CH:11][C:10]=2[Cl:54])=[CH:6][CH:7]=1.[CH3:55][N:56](C)C=O. Given the product [Cl:54][C:10]1[CH:11]=[CH:12][C:13]([C@H:15]2[C@H:20]([O:21][CH2:22][C:23]3[CH:24]=[CH:25][CH:26]=[CH:27][CH:28]=3)[C@@H:19]([O:29][CH2:30][C:31]3[CH:36]=[CH:35][CH:34]=[CH:33][CH:32]=3)[C@H:18]([O:37][CH2:38][C:39]3[CH:40]=[CH:41][CH:42]=[CH:43][CH:44]=3)[C@@H:17]([CH2:45][O:46][CH2:47][C:48]3[CH:53]=[CH:52][CH:51]=[CH:50][CH:49]=3)[O:16]2)=[CH:14][C:9]=1[CH2:8][C:5]1[N:4]=[N:3][C:2]([C:55]#[N:56])=[CH:7][CH:6]=1, predict the reactants needed to synthesize it. (6) Given the product [CH3:1][S:2]([O:43][CH2:42][C@:9]1([CH2:6][CH:7]=[CH2:8])[CH2:14][C@H:13]([C:15]2[CH:20]=[CH:19][CH:18]=[C:17]([Cl:21])[CH:16]=2)[C@@H:12]([C:22]2[CH:27]=[CH:26][C:25]([Cl:28])=[CH:24][CH:23]=2)[N:11]([C@@H:29]([CH2:39][CH3:40])[CH2:30][N:31]([CH3:38])[S:32]([CH:35]2[CH2:37][CH2:36]2)(=[O:33])=[O:34])[C:10]1=[O:41])(=[O:4])=[O:3], predict the reactants needed to synthesize it. The reactants are: [CH3:1][S:2](Cl)(=[O:4])=[O:3].[CH2:6]([C@@:9]1([CH2:42][OH:43])[CH2:14][C@H:13]([C:15]2[CH:20]=[CH:19][CH:18]=[C:17]([Cl:21])[CH:16]=2)[C@@H:12]([C:22]2[CH:27]=[CH:26][C:25]([Cl:28])=[CH:24][CH:23]=2)[N:11]([C@@H:29]([CH2:39][CH3:40])[CH2:30][N:31]([CH3:38])[S:32]([CH:35]2[CH2:37][CH2:36]2)(=[O:34])=[O:33])[C:10]1=[O:41])[CH:7]=[CH2:8].C(N(CC)CC)C.